From a dataset of Forward reaction prediction with 1.9M reactions from USPTO patents (1976-2016). Predict the product of the given reaction. Given the reactants [N:1]1[CH:6]=[CH:5][N:4]=[C:3]([C:7]([OH:9])=O)[C:2]=1[C:10]([OH:12])=[O:11].[CH2:13]([NH2:25])[CH2:14][CH2:15][CH2:16][CH2:17][CH2:18][CH2:19][CH2:20][CH2:21][CH2:22][CH2:23][CH3:24].F[P-](F)(F)(F)(F)F.N1(O[P+](N2CCCC2)(N2CCCC2)N2CCCC2)C2C=CC=CC=2N=N1.O, predict the reaction product. The product is: [CH2:13]([NH:25][C:7]([C:3]1[C:2]([C:10]([OH:12])=[O:11])=[N:1][CH:6]=[CH:5][N:4]=1)=[O:9])[CH2:14][CH2:15][CH2:16][CH2:17][CH2:18][CH2:19][CH2:20][CH2:21][CH2:22][CH2:23][CH3:24].